Dataset: Peptide-MHC class I binding affinity with 185,985 pairs from IEDB/IMGT. Task: Regression. Given a peptide amino acid sequence and an MHC pseudo amino acid sequence, predict their binding affinity value. This is MHC class I binding data. (1) The peptide sequence is RVVRPWGSY. The MHC is HLA-A02:12 with pseudo-sequence HLA-A02:12. The binding affinity (normalized) is 0.0847. (2) The peptide sequence is LASSEPHCA. The MHC is HLA-A01:01 with pseudo-sequence HLA-A01:01. The binding affinity (normalized) is 0.0725. (3) The peptide sequence is YPSLMSRVV. The MHC is HLA-A69:01 with pseudo-sequence HLA-A69:01. The binding affinity (normalized) is 0.0847. (4) The peptide sequence is DPTFQLLNMI. The binding affinity (normalized) is 0.213. The MHC is HLA-B51:01 with pseudo-sequence HLA-B51:01. (5) The peptide sequence is ALLQQQLSSV. The MHC is H-2-Kb with pseudo-sequence H-2-Kb. The binding affinity (normalized) is 0. (6) The peptide sequence is RRRKGWIPL. The MHC is HLA-B15:01 with pseudo-sequence HLA-B15:01. The binding affinity (normalized) is 0.213. (7) The peptide sequence is ISDSNPYLTQW. The binding affinity (normalized) is 0. The MHC is Mamu-B03 with pseudo-sequence Mamu-B03. (8) The peptide sequence is LIHDNIMYTY. The MHC is HLA-A33:01 with pseudo-sequence HLA-A33:01. The binding affinity (normalized) is 0.0403. (9) The MHC is HLA-A26:01 with pseudo-sequence HLA-A26:01. The binding affinity (normalized) is 0.0847. The peptide sequence is CTDKFSQLF. (10) The peptide sequence is EMDKDDESL. The MHC is HLA-A02:03 with pseudo-sequence HLA-A02:03. The binding affinity (normalized) is 0.353.